From a dataset of Catalyst prediction with 721,799 reactions and 888 catalyst types from USPTO. Predict which catalyst facilitates the given reaction. Reactant: Cl[C:2]1[N:7]=[CH:6][C:5]([CH:8]=[O:9])=[CH:4][CH:3]=1.[NH:10]1[CH2:15][CH2:14][CH:13]([C@H:16]2[CH2:18][C@H:17]2[CH2:19][CH2:20][OH:21])[CH2:12][CH2:11]1.C(=O)([O-])[O-].[Cs+].[Cs+].O. Product: [OH:21][CH2:20][CH2:19][C@@H:17]1[CH2:18][C@@H:16]1[CH:13]1[CH2:12][CH2:11][N:10]([C:2]2[N:7]=[CH:6][C:5]([CH:8]=[O:9])=[CH:4][CH:3]=2)[CH2:15][CH2:14]1. The catalyst class is: 3.